Predict the reaction yield, written as a fraction of the theoretical maximum amount of product (1.0 means a 100% yield; for example, 0.34 means a 34% yield). From a dataset of Reaction yield outcomes from USPTO patents with 853,638 reactions. (1) The reactants are [CH3:1][O:2][C:3]1[CH:8]=[CH:7][C:6]([C:9]2[CH:10]=[N:11][CH:12]=[C:13]3[C:18]=2[N:17]=[C:16]([C:19]([OH:21])=O)[CH:15]=[CH:14]3)=[CH:5][CH:4]=1.C(N(CC)C(C)C)(C)C.F[P-](F)(F)(F)(F)F.N1(OC(N(C)C)=[N+](C)C)C2N=CC=CC=2N=N1.[N:55]1[CH:60]=[CH:59][CH:58]=[C:57]([CH2:61][NH2:62])[CH:56]=1. The catalyst is CN(C)C=O. The product is [CH3:1][O:2][C:3]1[CH:8]=[CH:7][C:6]([C:9]2[CH:10]=[N:11][CH:12]=[C:13]3[C:18]=2[N:17]=[C:16]([C:19]([NH:62][CH2:61][C:57]2[CH:56]=[N:55][CH:60]=[CH:59][CH:58]=2)=[O:21])[CH:15]=[CH:14]3)=[CH:5][CH:4]=1. The yield is 0.590. (2) The catalyst is ClCCl. The reactants are ClC1N=C([C:8]2[N:13]=[C:12]([N:14]3[C:18]([CH3:19])=[CH:17][C:16]([CH3:20])=[N:15]3)[N:11]=[C:10]([NH:21][C:22](=[O:24])[CH3:23])[CH:9]=2)C=CC=1.[Br:25][C:26]1[CH:27]=[N:28][CH:29]=[C:30](B(O)O)[CH:31]=1.CO. The yield is 0.110. The product is [Br:25][C:26]1[CH:31]=[C:30]([C:8]2[N:13]=[C:12]([N:14]3[C:18]([CH3:19])=[CH:17][C:16]([CH3:20])=[N:15]3)[N:11]=[C:10]([NH:21][C:22](=[O:24])[CH3:23])[CH:9]=2)[CH:29]=[N:28][CH:27]=1. (3) The reactants are Br[C:2]1[CH:10]=[C:9]2[C:5]([CH2:6][N:7]([CH2:12][CH2:13][NH:14][C:15](=[O:21])[O:16][C:17]([CH3:20])([CH3:19])[CH3:18])[C:8]2=[O:11])=[CH:4][CH:3]=1.[CH3:22][C:23]1([CH3:39])[C:27]([CH3:29])([CH3:28])[O:26][B:25]([B:25]2[O:26][C:27]([CH3:29])([CH3:28])[C:23]([CH3:39])([CH3:22])[O:24]2)[O:24]1.C([O-])(=O)C.[K+]. The catalyst is O1CCOCC1.[Pd](Cl)Cl.C1(P(C2C=CC=CC=2)[C-]2C=CC=C2)C=CC=CC=1.[C-]1(P(C2C=CC=CC=2)C2C=CC=CC=2)C=CC=C1.[Fe+2]. The product is [O:11]=[C:8]1[C:9]2[C:5](=[CH:4][CH:3]=[C:2]([B:25]3[O:26][C:27]([CH3:29])([CH3:28])[C:23]([CH3:39])([CH3:22])[O:24]3)[CH:10]=2)[CH2:6][N:7]1[CH2:12][CH2:13][NH:14][C:15](=[O:21])[O:16][C:17]([CH3:20])([CH3:19])[CH3:18]. The yield is 0.710. (4) The reactants are [CH2:1]([O:8][C:9]1[CH:14]=[CH:13][CH:12]=[CH:11][C:10]=1[NH:15][C:16](=[O:34])[NH:17][C:18]1[CH:23]=[CH:22][C:21]([CH2:24][C:25]([O:27]C(C)(C)C)=[O:26])=[CH:20][C:19]=1[O:32][CH3:33])[C:2]1[CH:7]=[CH:6][CH:5]=[CH:4][CH:3]=1.C(O)(C(F)(F)F)=O. The catalyst is C(Cl)Cl. The product is [CH2:1]([O:8][C:9]1[CH:14]=[CH:13][CH:12]=[CH:11][C:10]=1[NH:15][C:16](=[O:34])[NH:17][C:18]1[CH:23]=[CH:22][C:21]([CH2:24][C:25]([OH:27])=[O:26])=[CH:20][C:19]=1[O:32][CH3:33])[C:2]1[CH:7]=[CH:6][CH:5]=[CH:4][CH:3]=1. The yield is 0.770. (5) The reactants are [CH2:1]([C@@H:5]1[NH:10][CH2:9][C@H:8]([CH2:11][CH:12]([CH3:14])[CH3:13])[NH:7][C:6]1=[O:15])[CH:2]([CH3:4])[CH3:3].[F:16][C:17]1[CH:22]=[CH:21][C:20]([C:23]2[O:27][N:26]=[C:25]([CH2:28][CH2:29]C(O)=O)[CH:24]=2)=[CH:19][CH:18]=1.C([C@@H]1N(CC2C=C(C3C=CC=CC=3)[O:46]N=2)C[C@H](CC(C)C)NC1=O)C(C)C. No catalyst specified. The product is [F:16][C:17]1[CH:18]=[CH:19][C:20]([C:23]2[O:27][N:26]=[C:25]([CH2:28][C:29]([N:10]3[CH2:9][C@H:8]([CH2:11][CH:12]([CH3:14])[CH3:13])[NH:7][C:6](=[O:15])[C@@H:5]3[CH2:1][CH:2]([CH3:4])[CH3:3])=[O:46])[CH:24]=2)=[CH:21][CH:22]=1. The yield is 0.710.